Dataset: Forward reaction prediction with 1.9M reactions from USPTO patents (1976-2016). Task: Predict the product of the given reaction. (1) Given the reactants [C:1]1([C:7]2[N:11]([S:12]([C:15]3[CH:20]=[CH:19][C:18]([O:21][C:22]([F:25])([F:24])[F:23])=[CH:17][CH:16]=3)(=[O:14])=[O:13])[CH:10]=[C:9]([CH:26]=O)[CH:8]=2)[CH:6]=[CH:5][CH:4]=[CH:3][CH:2]=1.[Cl-:28].C[NH3+].[C:31]([BH3-])#[N:32].[Na+], predict the reaction product. The product is: [ClH:28].[CH3:31][NH:32][CH2:26][C:9]1[CH:8]=[C:7]([C:1]2[CH:6]=[CH:5][CH:4]=[CH:3][CH:2]=2)[N:11]([S:12]([C:15]2[CH:16]=[CH:17][C:18]([O:21][C:22]([F:23])([F:25])[F:24])=[CH:19][CH:20]=2)(=[O:14])=[O:13])[CH:10]=1. (2) Given the reactants Br[C:2]1[CH:3]=[C:4]2[C:8](=[CH:9][CH:10]=1)[C:7](=[O:11])[C:6]1([CH2:13][CH2:12]1)[CH2:5]2.C1(P(C2C=CC=CC=2)CCCP(C2C=CC=CC=2)C2C=CC=CC=2)C=CC=CC=1.C(N(CC)CC)C.CN(C=O)C.[C:55]([O:58][CH2:59]C)(=[O:57])C, predict the reaction product. The product is: [O:11]=[C:7]1[C:8]2[C:4](=[CH:3][C:2]([C:55]([O:58][CH3:59])=[O:57])=[CH:10][CH:9]=2)[CH2:5][C:6]21[CH2:13][CH2:12]2. (3) Given the reactants [Cl:1][C:2]1[CH:3]=[N:4][CH:5]=[C:6]([CH:11]=1)[C:7](Cl)=[N:8][OH:9].[Cl:12][C:13]1[CH:18]=[CH:17][CH:16]=[C:15]([C:19]#[CH:20])[CH:14]=1.N, predict the reaction product. The product is: [Cl:12][C:13]1[CH:14]=[C:15]([C:19]2[O:9][N:8]=[C:7]([C:6]3[CH:5]=[N:4][CH:3]=[C:2]([Cl:1])[CH:11]=3)[CH:20]=2)[CH:16]=[CH:17][CH:18]=1. (4) The product is: [ClH:26].[Cl:26][C:23]1[CH:22]=[CH:21][C:20]2[C:25](=[C:16]([C:8]3[NH:7][C:6]4[N:5]=[CH:2][NH:3][C:11](=[O:13])[C:10]=4[CH:9]=3)[CH:17]=[CH:18][CH:19]=2)[N:24]=1. Given the reactants Cl.[CH:2](N)=[NH:3].[NH2:5][C:6]1[NH:7][C:8]([C:16]2[CH:17]=[CH:18][CH:19]=[C:20]3[C:25]=2[N:24]=[C:23]([Cl:26])[CH:22]=[CH:21]3)=[CH:9][C:10]=1[C:11]([O:13]CC)=O, predict the reaction product. (5) Given the reactants [C:1]([C:4]1[C:5]([C:34]([F:37])([F:36])[F:35])=[N:6][C:7]([N:10]2[CH2:15][CH2:14][N:13]3[C:16]4[CH:22]=[C:21]([S:23]([CH3:26])(=[O:25])=[O:24])[C:20]([C:27](OC)=[O:28])=[CH:19][C:17]=4[N:18]=[C:12]3[C@H:11]2[CH:31]([CH3:33])[CH3:32])=[N:8][CH:9]=1)(=[O:3])[CH3:2].CC(C[AlH]CC(C)C)C.[NH4+].[Cl-], predict the reaction product. The product is: [OH:28][CH2:27][C:20]1[C:21]([S:23]([CH3:26])(=[O:24])=[O:25])=[CH:22][C:16]2[N:13]3[CH2:14][CH2:15][N:10]([C:7]4[N:6]=[C:5]([C:34]([F:37])([F:36])[F:35])[C:4]([CH:1]([OH:3])[CH3:2])=[CH:9][N:8]=4)[CH:11]([CH:31]([CH3:32])[CH3:33])[C:12]3=[N:18][C:17]=2[CH:19]=1. (6) Given the reactants [CH2:1](Cl)Cl.[CH3:4][CH2:5][N:6](CC)CC.[NH2:11][C:12]1[CH:13]=[N:14][CH:15]=[CH:16][C:17]=1[CH:18]=O.[BH-]([O:29][C:30]([CH3:32])=[O:31])([O:29][C:30]([CH3:32])=[O:31])[O:29][C:30]([CH3:32])=[O:31].[Na+].[C:34]([OH:40])([C:36](F)(F)F)=O, predict the reaction product. The product is: [C:30]([O:29][CH2:1][CH:34]1[O:40][CH2:4][CH2:5][N:6]([CH2:18][C:17]2[CH:16]=[CH:15][N:14]=[CH:13][C:12]=2[NH2:11])[CH2:36]1)(=[O:31])[CH3:32]. (7) Given the reactants OS(O)(=O)=O.[Cl:6][CH2:7][CH2:8][O:9][CH2:10][CH2:11][O:12][CH2:13][CH2:14][OH:15].CC(C)=[O:18].OS(O)(=O)=O.O=[Cr](=O)=O, predict the reaction product. The product is: [Cl:6][CH2:7][CH2:8][O:9][CH2:10][CH2:11][O:12][CH2:13][C:14]([OH:18])=[O:15].